Dataset: Forward reaction prediction with 1.9M reactions from USPTO patents (1976-2016). Task: Predict the product of the given reaction. (1) Given the reactants [H-].[Na+].CN(C)C=O.[Cl:8][C:9]1[N:18]=[C:17]([N:19]2[CH2:23][CH2:22][C@H:21]([NH:24][C:25](=[O:31])[O:26][C:27]([CH3:30])([CH3:29])[CH3:28])[CH2:20]2)[C:16]2[C:11](=[CH:12][CH:13]=[CH:14][CH:15]=2)[N:10]=1.Br[CH2:33][CH2:34][CH3:35], predict the reaction product. The product is: [Cl:8][C:9]1[N:18]=[C:17]([N:19]2[CH2:23][CH2:22][C@H:21]([N:24]([CH2:33][CH2:34][CH3:35])[C:25](=[O:31])[O:26][C:27]([CH3:28])([CH3:30])[CH3:29])[CH2:20]2)[C:16]2[C:11](=[CH:12][CH:13]=[CH:14][CH:15]=2)[N:10]=1. (2) Given the reactants [NH:1](C(OC(C)(C)C)=O)[C@@H:2]([C:4]([NH:6][C@@H:7]([C:19]([NH:21][C@H:22]([C:24]([NH:26][C@H:27]([C:38]([NH:40][C@@H:41]([C:49]([NH:51][C@H:52]([C:65]([NH2:67])=[O:66])[CH2:53][CH2:54][CH2:55][CH2:56][NH:57]C(OC(C)(C)C)=O)=[O:50])[CH2:42][C:43]1[CH:48]=[CH:47][CH:46]=[CH:45][CH:44]=1)=[O:39])[CH2:28][C:29]1[C:37]2[C:32](=[CH:33][CH:34]=[CH:35][CH:36]=2)[NH:31][CH:30]=1)=[O:25])[CH3:23])=[O:20])[CH2:8][C:9]1[CH:18]=[C:17]2[C:12]([CH:13]=[CH:14][CH:15]=[CH:16]2)=[CH:11][CH:10]=1)=[O:5])[CH3:3].C(O)(C(F)(F)F)=O, predict the reaction product. The product is: [NH2:1][C@@H:2]([C:4]([NH:6][C@@H:7]([C:19]([NH:21][C@H:22]([C:24]([NH:26][C@H:27]([C:38]([NH:40][C@@H:41]([C:49]([NH:51][C@H:52]([C:65]([NH2:67])=[O:66])[CH2:53][CH2:54][CH2:55][CH2:56][NH2:57])=[O:50])[CH2:42][C:43]1[CH:44]=[CH:45][CH:46]=[CH:47][CH:48]=1)=[O:39])[CH2:28][C:29]1[C:37]2[C:32](=[CH:33][CH:34]=[CH:35][CH:36]=2)[NH:31][CH:30]=1)=[O:25])[CH3:23])=[O:20])[CH2:8][C:9]1[CH:18]=[C:17]2[C:12]([CH:13]=[CH:14][CH:15]=[CH:16]2)=[CH:11][CH:10]=1)=[O:5])[CH3:3]. (3) Given the reactants [C:1]([O:5][C:6]([N:8]1[CH2:13][C@@H:12]([CH3:14])[N:11]([C:15]([O:17][C:18]([CH3:21])([CH3:20])[CH3:19])=[O:16])[CH2:10][C@@H:9]1[CH2:22][OH:23])=[O:7])([CH3:4])([CH3:3])[CH3:2].CC(OI1(OC(C)=O)(OC(C)=O)OC(=O)C2C=CC=CC1=2)=O.C(=O)([O-])O.[Na+].S([O-])([O-])(=O)=S.[Na+].[Na+], predict the reaction product. The product is: [C:1]([O:5][C:6]([N:8]1[CH2:13][C@@H:12]([CH3:14])[N:11]([C:15]([O:17][C:18]([CH3:21])([CH3:20])[CH3:19])=[O:16])[CH2:10][C@@H:9]1[CH:22]=[O:23])=[O:7])([CH3:4])([CH3:3])[CH3:2]. (4) Given the reactants [H-].[H-].[H-].[H-].[Li+].[Al+3].[S:7]1[CH:11]=[CH:10][CH:9]=[C:8]1[C:12]1[N:16]([CH2:17][C:18](O)=[O:19])[C:15](=[S:21])[NH:14][N:13]=1, predict the reaction product. The product is: [OH:19][CH2:18][CH2:17][N:16]1[C:12]([C:8]2[S:7][CH:11]=[CH:10][CH:9]=2)=[N:13][NH:14][C:15]1=[S:21]. (5) The product is: [CH:22]1([C:3]2[C:4]3[S:14][C:13]([C:15]([O:17][C:18]([CH3:21])([CH3:20])[CH3:19])=[O:16])=[CH:12][C:5]=3[N:6]([CH2:7][C:8]([O:10][CH3:11])=[O:9])[C:2]=2[C:31]2[CH:32]=[CH:33][C:34]([O:36][CH3:37])=[CH:35][C:30]=2[CH:28]=[O:29])[CH2:27][CH2:26][CH2:25][CH2:24][CH2:23]1. Given the reactants Br[C:2]1[N:6]([CH2:7][C:8]([O:10][CH3:11])=[O:9])[C:5]2[CH:12]=[C:13]([C:15]([O:17][C:18]([CH3:21])([CH3:20])[CH3:19])=[O:16])[S:14][C:4]=2[C:3]=1[CH:22]1[CH2:27][CH2:26][CH2:25][CH2:24][CH2:23]1.[CH:28]([C:30]1[CH:35]=[C:34]([O:36][CH3:37])[CH:33]=[CH:32][C:31]=1B(O)O)=[O:29].C([O-])([O-])=O.[Na+].[Na+], predict the reaction product. (6) Given the reactants [CH:1]1[C:10]2[C:5](=[CH:6][CH:7]=[CH:8][CH:9]=2)[CH:4]=[CH:3][N:2]=1.[F:11][C:12]([F:22])([F:21])[C:13]([C:15]1[CH:20]=[CH:19][CH:18]=[CH:17][CH:16]=1)=[O:14].FC(F)(F)S(O[C:29]1[CH:34]=[CH:33][CH:32]=[CH:31][C:30]=1[Si](C)(C)C)(=O)=O.[F-].[K+].O1CCOCCOCCOCCOCCOCC1, predict the reaction product. The product is: [C:15]1([C:13]2([C:12]([F:21])([F:22])[F:11])[O:14][CH:1]3[C:10]4[C:5]([CH:4]=[CH:3][N:2]3[C:30]3[CH:31]=[CH:32][CH:33]=[CH:34][C:29]2=3)=[CH:6][CH:7]=[CH:8][CH:9]=4)[CH:20]=[CH:19][CH:18]=[CH:17][CH:16]=1. (7) The product is: [ClH:1].[ClH:1].[CH3:26][N:24]([CH3:25])[CH2:23][CH2:22][CH2:21][NH:20][C:19](=[O:27])[CH2:18][CH2:17][CH2:16][CH2:15][CH2:14][CH2:13][CH2:12][CH2:11][CH2:10][CH2:9][NH2:8]. Given the reactants [ClH:1].C(OC(=O)[NH:8][CH2:9][CH2:10][CH2:11][CH2:12][CH2:13][CH2:14][CH2:15][CH2:16][CH2:17][CH2:18][C:19](=[O:27])[NH:20][CH2:21][CH2:22][CH2:23][N:24]([CH3:26])[CH3:25])(C)(C)C, predict the reaction product. (8) Given the reactants Cl[C:2]1[C:11]([C:12]#[N:13])=[C:10]([Cl:14])[C:9]2[C:4](=[CH:5][CH:6]=[CH:7][CH:8]=2)[N:3]=1.C([O-])(=[O:17])C.[NH4+], predict the reaction product. The product is: [Cl:14][C:10]1[C:9]2[C:4](=[CH:5][CH:6]=[CH:7][CH:8]=2)[NH:3][C:2](=[O:17])[C:11]=1[C:12]#[N:13].